Dataset: Catalyst prediction with 721,799 reactions and 888 catalyst types from USPTO. Task: Predict which catalyst facilitates the given reaction. (1) Reactant: [N+:1]([C:4]1[CH:9]=[CH:8][C:7]([OH:10])=[CH:6][CH:5]=1)([O-:3])=[O:2].Cl.Cl[CH2:13][C:14]1[N:15]=[CH:16][S:17][CH:18]=1.C(=O)([O-])[O-].[K+].[K+].CN(C)C=O. Product: [N+:1]([C:4]1[CH:9]=[CH:8][C:7]([O:10][CH2:13][C:14]2[N:15]=[CH:16][S:17][CH:18]=2)=[CH:6][CH:5]=1)([O-:3])=[O:2]. The catalyst class is: 6. (2) Reactant: [C:1]([C:5]1[CH:24]=[C:23]([F:25])[CH:22]=[CH:21][C:6]=1[O:7][CH2:8][CH:9]1[CH2:12][N:11]([C:13](=[O:20])[CH2:14][C:15]([O:17]CC)=[O:16])[CH2:10]1)([CH3:4])([CH3:3])[CH3:2].[OH-].[Li+].Cl. Product: [C:1]([C:5]1[CH:24]=[C:23]([F:25])[CH:22]=[CH:21][C:6]=1[O:7][CH2:8][CH:9]1[CH2:10][N:11]([C:13](=[O:20])[CH2:14][C:15]([OH:17])=[O:16])[CH2:12]1)([CH3:4])([CH3:2])[CH3:3]. The catalyst class is: 1. (3) Reactant: [Cl:1][C:2]1[CH:7]=[CH:6][C:5]([CH:8]([C:13]([C:15]2[CH:20]=[CH:19][CH:18]=[CH:17][C:16]=2F)=O)[CH2:9][CH2:10][C:11]#[N:12])=[C:4]([F:22])[CH:3]=1.[CH3:23][NH:24][NH2:25]. Product: [Cl:1][C:2]1[CH:7]=[CH:6][C:5]([CH:8]([C:13]2[C:15]3[C:16](=[CH:17][CH:18]=[CH:19][CH:20]=3)[N:24]([CH3:23])[N:25]=2)[CH2:9][CH2:10][C:11]#[N:12])=[C:4]([F:22])[CH:3]=1. The catalyst class is: 17. (4) Reactant: [O:1]1[C:5]2[CH:6]=[CH:7][C:8]([C:10]3([C:13]([NH:15][C:16]4[N:21]=[C:20]([C:22]5[CH:27]=[CH:26][N:25]=[C:24]([O:28]C)[CH:23]=5)[C:19]([CH3:30])=[C:18]([CH3:31])[CH:17]=4)=[O:14])[CH2:12][CH2:11]3)=[CH:9][C:4]=2[CH2:3][CH2:2]1.[Si](I)(C)(C)C.CO.C(OCC)(=O)C. Product: [O:1]1[C:5]2[CH:6]=[CH:7][C:8]([C:10]3([C:13]([NH:15][C:16]4[CH:17]=[C:18]([CH3:31])[C:19]([CH3:30])=[C:20]([C:22]5[CH:27]=[CH:26][NH:25][C:24](=[O:28])[CH:23]=5)[N:21]=4)=[O:14])[CH2:12][CH2:11]3)=[CH:9][C:4]=2[CH2:3][CH2:2]1. The catalyst class is: 23. (5) Reactant: [C:1]([O:5][C:6]([N:8]1[CH2:13][CH2:12][N:11]([CH2:14][C:15]2[CH:20]=[C:19]([OH:21])[CH:18]=[CH:17][C:16]=2[Cl:22])[C:10](=[O:23])[CH2:9]1)=[O:7])([CH3:4])([CH3:3])[CH3:2].[C:24]([Si:28]([C:36]1[CH:41]=[CH:40][CH:39]=[CH:38][CH:37]=1)([C:30]1[CH:35]=[CH:34][CH:33]=[CH:32][CH:31]=1)Cl)([CH3:27])([CH3:26])[CH3:25].N1C=CN=C1.CCOC(C)=O. Product: [C:1]([O:5][C:6]([N:8]1[CH2:13][CH2:12][N:11]([CH2:14][C:15]2[CH:20]=[C:19]([O:21][Si:28]([C:24]([CH3:27])([CH3:26])[CH3:25])([C:36]3[CH:37]=[CH:38][CH:39]=[CH:40][CH:41]=3)[C:30]3[CH:35]=[CH:34][CH:33]=[CH:32][CH:31]=3)[CH:18]=[CH:17][C:16]=2[Cl:22])[C:10](=[O:23])[CH2:9]1)=[O:7])([CH3:4])([CH3:2])[CH3:3]. The catalyst class is: 3. (6) Reactant: C1(P(C2C=CC=CC=2)C2C=CC=CC=2)C=CC=CC=1.II.C(N(CC)CC)C.[C:29]([NH:34][NH:35][C:36](=[O:47])[CH2:37][CH2:38][NH:39][C:40](=[O:46])[O:41][C:42]([CH3:45])([CH3:44])[CH3:43])(=O)[CH:30]([CH3:32])[CH3:31]. The catalyst class is: 4. Product: [CH:30]([C:29]1[O:47][C:36]([CH2:37][CH2:38][NH:39][C:40](=[O:46])[O:41][C:42]([CH3:43])([CH3:44])[CH3:45])=[N:35][N:34]=1)([CH3:31])[CH3:32]. (7) Reactant: Cl.[CH:2]1([CH2:5][O:6][C:7]2[CH:26]=[CH:25][C:10]3[N:11]=[C:12]([N:14]4[CH2:19][CH2:18][CH:17]([O:20][CH2:21][C@@H:22]([NH2:24])[CH3:23])[CH2:16][CH2:15]4)[O:13][C:9]=3[CH:8]=2)[CH2:4][CH2:3]1.[C:27](OC(=O)C)(=[O:29])[CH3:28]. Product: [CH:2]1([CH2:5][O:6][C:7]2[CH:26]=[CH:25][C:10]3[N:11]=[C:12]([N:14]4[CH2:19][CH2:18][CH:17]([O:20][CH2:21][C@@H:22]([NH:24][C:27](=[O:29])[CH3:28])[CH3:23])[CH2:16][CH2:15]4)[O:13][C:9]=3[CH:8]=2)[CH2:4][CH2:3]1. The catalyst class is: 228. (8) Reactant: [N:1]1([C:10]2[N:18]=[C:17](Cl)[N:16]=[C:15]3[C:11]=2[N:12]=[CH:13][NH:14]3)[C:5]2[CH:6]=[CH:7][CH:8]=[CH:9][C:4]=2[N:3]=[CH:2]1.[NH2:20][CH2:21][CH:22]1[CH2:27][CH2:26][O:25][CH2:24][CH2:23]1. Product: [N:1]1([C:10]2[N:18]=[C:17]([NH:20][CH2:21][CH:22]3[CH2:27][CH2:26][O:25][CH2:24][CH2:23]3)[N:16]=[C:15]3[C:11]=2[N:12]=[CH:13][NH:14]3)[C:5]2[CH:6]=[CH:7][CH:8]=[CH:9][C:4]=2[N:3]=[CH:2]1. The catalyst class is: 16. (9) Reactant: [CH:1]([C:4]1[CH:9]=[CH:8][C:7]([CH:10]2[C:14]3[C:15]([CH3:22])=[C:16]([NH2:21])[C:17]([CH3:20])=[C:18]([CH3:19])[C:13]=3[O:12][C:11]2([CH3:24])[CH3:23])=[CH:6][CH:5]=1)([CH3:3])[CH3:2].[CH3:25][O:26][C:27]1[CH:32]=[CH:31][C:30]([S:33](Cl)(=[O:35])=[O:34])=[CH:29][CH:28]=1.C(N(CC)CC)C. Product: [CH:1]([C:4]1[CH:9]=[CH:8][C:7]([CH:10]2[C:14]3[C:15]([CH3:22])=[C:16]([NH:21][S:33]([C:30]4[CH:29]=[CH:28][C:27]([O:26][CH3:25])=[CH:32][CH:31]=4)(=[O:35])=[O:34])[C:17]([CH3:20])=[C:18]([CH3:19])[C:13]=3[O:12][C:11]2([CH3:24])[CH3:23])=[CH:6][CH:5]=1)([CH3:3])[CH3:2]. The catalyst class is: 22. (10) Reactant: [OH-].[K+].C[O:4][C:5]([C:7]1[CH:16]=[CH:15][C:14]2[C:9](=[CH:10][CH:11]=[C:12]([C:17]([CH2:37][CH3:38])([C:20]3[CH:25]=[CH:24][C:23]([O:26][CH:27]([CH2:34][CH3:35])[CH:28]([OH:33])[C:29]([CH3:32])([CH3:31])[CH3:30])=[C:22]([CH3:36])[CH:21]=3)[CH2:18][CH3:19])[CH:13]=2)[CH:8]=1)=[O:6].C1COCC1.CO. Product: [CH2:18]([C:17]([C:12]1[CH:13]=[C:14]2[C:9](=[CH:10][CH:11]=1)[CH:8]=[C:7]([C:5]([OH:6])=[O:4])[CH:16]=[CH:15]2)([C:20]1[CH:25]=[CH:24][C:23]([O:26][CH:27]([CH2:34][CH3:35])[CH:28]([OH:33])[C:29]([CH3:32])([CH3:30])[CH3:31])=[C:22]([CH3:36])[CH:21]=1)[CH2:37][CH3:38])[CH3:19]. The catalyst class is: 6.